This data is from Peptide-MHC class II binding affinity with 134,281 pairs from IEDB. The task is: Regression. Given a peptide amino acid sequence and an MHC pseudo amino acid sequence, predict their binding affinity value. This is MHC class II binding data. (1) The peptide sequence is WDTRITEADLDDEQE. The MHC is HLA-DQA10601-DQB10402 with pseudo-sequence HLA-DQA10601-DQB10402. The binding affinity (normalized) is 0. (2) The peptide sequence is NVFDEVIPTAFTVGK. The MHC is DRB3_0101 with pseudo-sequence DRB3_0101. The binding affinity (normalized) is 0.150. (3) The peptide sequence is SEDLGKTFSVGTGNC. The MHC is DRB3_0301 with pseudo-sequence DRB3_0301. The binding affinity (normalized) is 0.375. (4) The peptide sequence is GRHLIFCHSKRKCDELATKL. The MHC is DRB1_0101 with pseudo-sequence DRB1_0101. The binding affinity (normalized) is 0. (5) The peptide sequence is EKKYFAATQCEPLAA. The MHC is DRB1_0701 with pseudo-sequence DRB1_0701. The binding affinity (normalized) is 0.673. (6) The peptide sequence is PVCVNGLMLLEIKDK. The MHC is DRB1_0101 with pseudo-sequence DRB1_0101. The binding affinity (normalized) is 0.563. (7) The MHC is DRB5_0101 with pseudo-sequence DRB5_0101. The binding affinity (normalized) is 0.785. The peptide sequence is LRLFDYNKNAIKTLN. (8) The peptide sequence is SRGNRAFIAINLQKN. The binding affinity (normalized) is 0.537. The MHC is HLA-DQA10101-DQB10501 with pseudo-sequence HLA-DQA10101-DQB10501.